From a dataset of Forward reaction prediction with 1.9M reactions from USPTO patents (1976-2016). Predict the product of the given reaction. (1) The product is: [Cl:19][C:15]1[CH:16]=[CH:17][CH:18]=[C:13]([CH2:12][O:7][C:5]([CH3:8])([CH3:6])[C:4]([F:10])([F:9])[F:3])[CH:14]=1. Given the reactants [H-].[Na+].[F:3][C:4]([F:10])([F:9])[C:5]([CH3:8])([OH:7])[CH3:6].Br[CH2:12][C:13]1[CH:18]=[CH:17][CH:16]=[C:15]([Cl:19])[CH:14]=1.O, predict the reaction product. (2) Given the reactants [N+:1]([O-])(O)=O.S(=O)(=O)(O)O.[CH2:10]1[C:18]2[C:13](=[CH:14][CH:15]=[CH:16][CH:17]=2)[CH2:12][CH2:11]1, predict the reaction product. The product is: [CH2:10]1[C:18]2[C:13](=[C:14]([NH2:1])[CH:15]=[CH:16][CH:17]=2)[CH2:12][CH2:11]1. (3) Given the reactants C([O:8][C:9]1[CH:10]=[C:11]([CH:20]([OH:26])[CH:21](OCC)O)[C:12]2[O:17][CH2:16][C:15](=[O:18])[NH:14][C:13]=2[CH:19]=1)C1C=CC=CC=1.[NH2:27][C:28]([CH3:43])([CH3:42])[CH2:29][CH2:30][N:31]1[C:35]2[CH:36]=[CH:37][CH:38]=[CH:39][C:34]=2[N:33]([CH3:40])[C:32]1=[O:41], predict the reaction product. The product is: [CH3:43][C:28]([NH:27][CH2:21][CH:20]([C:11]1[C:12]2[O:17][CH2:16][C:15](=[O:18])[NH:14][C:13]=2[CH:19]=[C:9]([OH:8])[CH:10]=1)[OH:26])([CH3:42])[CH2:29][CH2:30][N:31]1[C:35]2[CH:36]=[CH:37][CH:38]=[CH:39][C:34]=2[N:33]([CH3:40])[C:32]1=[O:41]. (4) Given the reactants [CH3:1][O:2][C:3]1[CH:12]=[C:11]2[C:6]([CH2:7][CH:8]([C:16]3[C:21]([O:22]CC4C=CC(OC)=CC=4)=[CH:20][CH:19]=[CH:18][N:17]=3)[C:9](=O)[C:10]2([CH3:14])[CH3:13])=[CH:5][CH:4]=1.S(=O)(=O)(O)O.[OH-].[Na+], predict the reaction product. The product is: [CH3:1][O:2][C:3]1[CH:4]=[CH:5][C:6]2[CH2:7][C:8]3[C:16]4[N:17]=[CH:18][CH:19]=[CH:20][C:21]=4[O:22][C:9]=3[C:10]([CH3:14])([CH3:13])[C:11]=2[CH:12]=1. (5) The product is: [Cl:18][C:15]1[C:16](=[O:17])[N:11]([CH:4]([CH2:5][CH:6]2[CH2:10][CH2:9][CH2:8][CH2:7]2)[C:3]([OH:2])=[O:20])[N:12]=[CH:13][C:14]=1[OH:21]. Given the reactants C[O:2][C:3](=[O:20])[CH:4]([N:11]1[C:16](=[O:17])[C:15]([Cl:18])=[C:14](Cl)[CH:13]=[N:12]1)[CH2:5][CH:6]1[CH2:10][CH2:9][CH2:8][CH2:7]1.[OH-:21].[Na+].Cl, predict the reaction product. (6) Given the reactants [OH:1][CH2:2][C:3]1[CH:21]=[C:20]([CH3:22])[CH:19]=[CH:18][C:4]=1[NH:5][CH:6]=[C:7]([C:13]([O:15]CC)=O)[C:8]([O:10][CH2:11][CH3:12])=[O:9].[C:23](OC(=O)C)(=[O:25])[CH3:24], predict the reaction product. The product is: [C:23]([O:1][CH2:2][C:3]1[CH:21]=[C:20]([CH3:22])[CH:19]=[C:18]2[C:4]=1[N:5]=[CH:6][C:7]([C:8]([O:10][CH2:11][CH3:12])=[O:9])=[C:13]2[OH:15])(=[O:25])[CH3:24]. (7) The product is: [C:1]([NH:11][C@H:12]([C:16]([O:18][CH2:19][CH:20]([O:37][C:38](=[O:56])[CH2:39][CH2:40][CH2:41][CH2:42][CH2:43][CH2:44][CH2:45][CH2:46][CH2:47][CH2:48][CH2:49][CH2:50][CH2:51][CH2:52][CH2:53][CH2:54][CH3:55])[CH2:21][C:22]([CH3:35])([CH3:36])[C:23]([OH:25])=[O:24])=[O:17])[CH:13]([CH3:15])[CH3:14])([O:3][CH2:4][C:5]1[CH:6]=[CH:7][CH:8]=[CH:9][CH:10]=1)=[O:2]. Given the reactants [C:1]([NH:11][C@H:12]([C:16]([O:18][CH2:19][CH:20]([O:37][C:38](=[O:56])[CH2:39][CH2:40][CH2:41][CH2:42][CH2:43][CH2:44][CH2:45][CH2:46][CH2:47][CH2:48][CH2:49][CH2:50][CH2:51][CH2:52][CH2:53][CH2:54][CH3:55])[CH2:21][C:22]([CH3:36])([CH3:35])[C:23]([O:25]CC1C=CC(OC)=CC=1)=[O:24])=[O:17])[CH:13]([CH3:15])[CH3:14])([O:3][CH2:4][C:5]1[CH:10]=[CH:9][CH:8]=[CH:7][CH:6]=1)=[O:2].FC(F)(F)C(O)=O, predict the reaction product. (8) The product is: [CH2:8]([O:7][C:1](=[O:6])[CH:2]=[C:3]([NH:13][CH:10]1[CH2:12][CH2:11]1)[CH3:5])[CH3:9]. Given the reactants [C:1]([O:7][CH2:8][CH3:9])(=[O:6])[CH2:2][C:3]([CH3:5])=O.[CH:10]1([NH2:13])[CH2:12][CH2:11]1, predict the reaction product. (9) Given the reactants C(OC([N:8]1[CH2:14][CH2:13][CH2:12][N:11]([C:15]2[O:16][C:17]([CH3:20])=[N:18][N:19]=2)[CH2:10][CH2:9]1)=O)(C)(C)C.C(O)(C(F)(F)F)=O, predict the reaction product. The product is: [CH3:20][C:17]1[O:16][C:15]([N:11]2[CH2:12][CH2:13][CH2:14][NH:8][CH2:9][CH2:10]2)=[N:19][N:18]=1. (10) The product is: [Cl:1][C:2]1[CH:3]=[C:4]([NH:9][C:10]2[C:19]3[C:14](=[CH:15][C:16]([O:21][CH3:22])=[C:17]([O:20][CH2:28][CH2:29][CH2:30][N:31]4[CH2:36][CH2:35][N:34]([C:37]([O:39][C:40]([CH3:41])([CH3:43])[CH3:42])=[O:38])[CH2:33][CH2:32]4)[CH:18]=3)[N:13]=[CH:12][N:11]=2)[CH:5]=[CH:6][C:7]=1[F:8]. Given the reactants [Cl:1][C:2]1[CH:3]=[C:4]([NH:9][C:10]2[C:19]3[C:14](=[CH:15][C:16]([O:21][CH3:22])=[C:17]([OH:20])[CH:18]=3)[N:13]=[CH:12][N:11]=2)[CH:5]=[CH:6][C:7]=1[F:8].CS(O[CH2:28][CH2:29][CH2:30][N:31]1[CH2:36][CH2:35][N:34]([C:37]([O:39][C:40]([CH3:43])([CH3:42])[CH3:41])=[O:38])[CH2:33][CH2:32]1)(=O)=O.OCCCN1CCN(C(OC(C)(C)C)=O)CC1.CS(OS(C)(=O)=O)(=O)=O.C(=O)([O-])[O-].[K+].[K+], predict the reaction product.